From a dataset of Forward reaction prediction with 1.9M reactions from USPTO patents (1976-2016). Predict the product of the given reaction. (1) Given the reactants Br[CH2:2][C:3]1[C:11]2[O:10][CH2:9][C:8](=[O:12])[C:7]=2[CH:6]=[C:5]([O:13][CH3:14])[CH:4]=1.[C:15]([O:19][C:20]([N:22]1[CH2:27][CH2:26][NH:25][CH2:24][CH2:23]1)=[O:21])([CH3:18])([CH3:17])[CH3:16].C(N(CC)CC)C, predict the reaction product. The product is: [CH3:14][O:13][C:5]1[CH:4]=[C:3]([CH2:2][N:25]2[CH2:24][CH2:23][N:22]([C:20]([O:19][C:15]([CH3:18])([CH3:17])[CH3:16])=[O:21])[CH2:27][CH2:26]2)[C:11]2[O:10][CH2:9][C:8](=[O:12])[C:7]=2[CH:6]=1. (2) Given the reactants [F:1][C:2]([F:31])([F:30])[C:3]1[CH:12]=[CH:11][C:10]2[CH2:13][N:14](C(OCC3C=CC=CC=3)=O)[CH2:15][CH2:16][N:8]3[C:9]=2[C:4]=1[CH:5]1[CH2:29][CH2:28][CH2:27][CH:6]1[CH2:7]3.FC(F)(F)S(O)(=O)=O.C1(OC)C=CC=CC=1.[OH-].[Na+].C(Cl)[Cl:51], predict the reaction product. The product is: [ClH:51].[F:30][C:2]([F:1])([F:31])[C:3]1[CH:12]=[CH:11][C:10]2[CH2:13][NH:14][CH2:15][CH2:16][N:8]3[C:9]=2[C:4]=1[CH:5]1[CH2:29][CH2:28][CH2:27][CH:6]1[CH2:7]3. (3) Given the reactants [OH:1][Li].O.[CH3:4][O:5][C:6]1[CH:11]=[C:10]([O:12][CH3:13])[N:9]=[C:8]([O:14][C@H:15]2[C@:18]3([C:28]4[CH:33]=[CH:32][CH:31]=[CH:30][CH:29]=4)[C:19]4[CH:27]=[CH:26][CH:25]=[CH:24][C:20]=4[CH2:21][CH2:22][CH2:23][N:17]3[C:16]2=[O:34])[N:7]=1.Cl, predict the reaction product. The product is: [CH3:4][O:5][C:6]1[CH:11]=[C:10]([O:12][CH3:13])[N:9]=[C:8]([O:14][C@@H:15]([C@:18]2([C:28]3[CH:29]=[CH:30][CH:31]=[CH:32][CH:33]=3)[C:19]3[CH:27]=[CH:26][CH:25]=[CH:24][C:20]=3[CH2:21][CH2:22][CH2:23][NH:17]2)[C:16]([OH:34])=[O:1])[N:7]=1. (4) Given the reactants Cl.[NH2:2][C:3]1[C:4]2[C:14]([O:15][CH2:16][C@H:17]3[CH2:22][CH2:21][CH2:20][CH2:19][NH2+:18]3)=[CH:13][CH:12]=[CH:11][C:5]=2[NH:6][S:7](=[O:10])(=[O:9])[N:8]=1.[OH:23][C:24]1[CH:25]=[C:26]([CH:30]=[CH:31][N:32]=1)[C:27](O)=[O:28], predict the reaction product. The product is: [NH2:2][C:3]1[C:4]2[C:14]([O:15][CH2:16][C@H:17]3[CH2:22][CH2:21][CH2:20][CH2:19][N:18]3[C:27]([C:26]3[CH:30]=[CH:31][N:32]=[C:24]([OH:23])[CH:25]=3)=[O:28])=[CH:13][CH:12]=[CH:11][C:5]=2[NH:6][S:7](=[O:9])(=[O:10])[N:8]=1.